Regression. Given two drug SMILES strings and cell line genomic features, predict the synergy score measuring deviation from expected non-interaction effect. From a dataset of NCI-60 drug combinations with 297,098 pairs across 59 cell lines. (1) Drug 1: C1=C(C(=O)NC(=O)N1)F. Drug 2: CCCS(=O)(=O)NC1=C(C(=C(C=C1)F)C(=O)C2=CNC3=C2C=C(C=N3)C4=CC=C(C=C4)Cl)F. Cell line: MALME-3M. Synergy scores: CSS=51.5, Synergy_ZIP=-4.03, Synergy_Bliss=-5.14, Synergy_Loewe=-1.64, Synergy_HSA=-0.108. (2) Drug 1: CN(C)C1=NC(=NC(=N1)N(C)C)N(C)C. Drug 2: C(=O)(N)NO. Cell line: OVCAR-8. Synergy scores: CSS=2.86, Synergy_ZIP=0.433, Synergy_Bliss=0.456, Synergy_Loewe=-8.38, Synergy_HSA=-4.62.